This data is from Reaction yield outcomes from USPTO patents with 853,638 reactions. The task is: Predict the reaction yield, written as a fraction of the theoretical maximum amount of product (1.0 means a 100% yield; for example, 0.34 means a 34% yield). (1) The reactants are [CH3:1][C:2]1[N:7]=[C:6](Cl)[C:5]([N+:9]([O-:11])=[O:10])=[C:4]([Cl:12])[N:3]=1.[CH3:13][C:14]1[C:19]([NH2:20])=[C:18]([CH3:21])[CH:17]=[C:16]([CH3:22])[N:15]=1. The catalyst is C(#N)C. The product is [Cl:12][C:4]1[N:3]=[C:2]([CH3:1])[N:7]=[C:6]([NH:20][C:19]2[C:14]([CH3:13])=[N:15][C:16]([CH3:22])=[CH:17][C:18]=2[CH3:21])[C:5]=1[N+:9]([O-:11])=[O:10]. The yield is 0.360. (2) The reactants are [C:1](Cl)(=[O:10])[C:2]1[CH:7]=[CH:6][CH:5]=[C:4]([O:8][CH3:9])[CH:3]=1.[NH2:12][C@@H:13]([CH2:17][CH2:18][CH:19]1[CH2:24][CH2:23][CH2:22][CH2:21][CH2:20]1)[C:14]([OH:16])=O.[CH2:25]([CH2:27][NH2:28])O.[F:29][C:30]1[CH:31]=[CH:32][CH:33]=[C:34]2[C:38]=1[NH:37][CH2:36][CH2:35]2. No catalyst specified. The product is [CH:19]1([CH2:18][CH2:17][C@H:13]([NH:12][C:1](=[O:10])[C:2]2[CH:7]=[CH:6][CH:5]=[C:4]([O:8][CH3:9])[CH:3]=2)[C:14](=[O:16])[NH:28][CH2:27][CH2:25][N:37]2[C:38]3[C:34](=[CH:33][CH:32]=[CH:31][C:30]=3[F:29])[CH2:35][CH2:36]2)[CH2:24][CH2:23][CH2:22][CH2:21][CH2:20]1. The yield is 0.400. (3) The reactants are [N:1]([CH2:4][CH2:5][C@H:6]1[CH2:10][O:9][C:8]([CH3:12])([CH3:11])[O:7]1)=[N+]=[N-]. The catalyst is C(OCC)(=O)C.O=[Pt]=O. The product is [CH3:11][C:8]1([CH3:12])[O:7][C@@H:6]([CH2:5][CH2:4][NH2:1])[CH2:10][O:9]1. The yield is 0.880. (4) The reactants are [OH:1][C:2]1[CH:3]=[C:4]([CH:8]=[CH:9][C:10]=1[N+:11]([O-:13])=[O:12])[C:5](O)=[O:6].B(OC)(OC)OC.B(F)(F)F.CCOCC.CO. The catalyst is ClCCCl. The product is [OH:6][CH2:5][C:4]1[CH:8]=[CH:9][C:10]([N+:11]([O-:13])=[O:12])=[C:2]([OH:1])[CH:3]=1. The yield is 0.900.